Dataset: Forward reaction prediction with 1.9M reactions from USPTO patents (1976-2016). Task: Predict the product of the given reaction. Given the reactants [C:1]12[C:7](=[CH:8][CH:9]=[CH:10][CH:11]=1)[NH:6][C:5](=[O:12])[O:4][C:2]2=[O:3].C1(P(C2C=CC=CC=2)C2C=CC=CC=2)C=CC=CC=1.[O:32]1[CH2:36][CH2:35][CH:34]([CH2:37]O)[CH2:33]1.N(C(OC(C)C)=O)=NC(OC(C)C)=O, predict the reaction product. The product is: [O:32]1[CH2:36][CH2:35][CH:34]([CH2:37][N:6]2[C:7]3[CH:8]=[CH:9][CH:10]=[CH:11][C:1]=3[C:2](=[O:3])[O:4][C:5]2=[O:12])[CH2:33]1.